Dataset: Full USPTO retrosynthesis dataset with 1.9M reactions from patents (1976-2016). Task: Predict the reactants needed to synthesize the given product. (1) Given the product [CH2:7]([O:9][C:10]([C@@:12]12[CH2:27][C@H:26]1[CH:25]=[CH:24][CH2:23][CH2:22][CH2:21][CH2:20][CH2:19][C@H:18]([NH:28][C:29]([O:31][C@@H:32]1[CH2:34][C@H:33]1[CH2:35][CH2:36][CH2:37]/[CH:38]=[CH:39]/[B:40]1[O:44][C:43]([CH3:45])([CH3:46])[C:42]([CH3:48])([CH3:47])[O:41]1)=[O:30])[C:17](=[O:49])[N:16]1[CH2:50][C@H:51]([O:53][C:54]3[C:63]([Br:64])=[C:62]([O:65][CH2:66][CH2:67][CH2:68][N:1]4[CH2:6][CH2:5][CH2:4][CH2:3][CH2:2]4)[C:61]4[C:56](=[CH:57][CH:58]=[CH:59][CH:60]=4)[N:55]=3)[CH2:52][C@H:15]1[C:14](=[O:70])[NH:13]2)=[O:11])[CH3:8], predict the reactants needed to synthesize it. The reactants are: [NH:1]1[CH2:6][CH2:5][CH2:4][CH2:3][CH2:2]1.[CH2:7]([O:9][C:10]([C@@:12]12[CH2:27][C@H:26]1[CH:25]=[CH:24][CH2:23][CH2:22][CH2:21][CH2:20][CH2:19][C@H:18]([NH:28][C:29]([O:31][C@@H:32]1[CH2:34][C@H:33]1[CH2:35][CH2:36][CH2:37]/[CH:38]=[CH:39]/[B:40]1[O:44][C:43]([CH3:46])([CH3:45])[C:42]([CH3:48])([CH3:47])[O:41]1)=[O:30])[C:17](=[O:49])[N:16]1[CH2:50][C@H:51]([O:53][C:54]3[C:63]([Br:64])=[C:62]([O:65][CH2:66][CH2:67][CH2:68]Br)[C:61]4[C:56](=[CH:57][CH:58]=[CH:59][CH:60]=4)[N:55]=3)[CH2:52][C@H:15]1[C:14](=[O:70])[NH:13]2)=[O:11])[CH3:8]. (2) Given the product [Cl:17][C:18]([Cl:26])([C:23]([NH:6][C:5]1[CH:7]=[CH:8][CH:9]=[C:3]([C:1]#[CH:2])[CH:4]=1)=[O:24])[C:19]([O:21][CH3:22])=[O:20], predict the reactants needed to synthesize it. The reactants are: [C:1]([C:3]1[CH:4]=[C:5]([CH:7]=[CH:8][CH:9]=1)[NH2:6])#[CH:2].C(N(CC)CC)C.[Cl:17][C:18]([Cl:26])([C:23](Cl)=[O:24])[C:19]([O:21][CH3:22])=[O:20]. (3) Given the product [Cl:1][C:2]1[CH:3]=[C:4]([N+:11]([O-:13])=[O:12])[CH:5]=[CH:6][C:7]=1[C:8](=[O:10])[CH2:9][Br:21], predict the reactants needed to synthesize it. The reactants are: [Cl:1][C:2]1[CH:3]=[C:4]([N+:11]([O-:13])=[O:12])[CH:5]=[CH:6][C:7]=1[C:8](=[O:10])[CH3:9].C1C(=O)N([Br:21])C(=O)C1. (4) Given the product [F:39][C:40]([F:45])([F:44])[C:41]([OH:43])=[O:42].[CH3:12][N:11]1[C:7]2[CH:6]=[C:5]([C:13]3[CH:18]=[N:17][C:16]([O:19][CH2:20][CH2:21][CH:22]4[CH2:27][CH2:26][NH:25][CH2:24][CH2:23]4)=[C:15]([C:35]([F:36])([F:37])[F:38])[CH:14]=3)[N:4]=[C:3]([C:1]#[N:2])[C:8]=2[N:9]=[N:10]1, predict the reactants needed to synthesize it. The reactants are: [C:1]([C:3]1[C:8]2[N:9]=[N:10][N:11]([CH3:12])[C:7]=2[CH:6]=[C:5]([C:13]2[CH:14]=[C:15]([C:35]([F:38])([F:37])[F:36])[C:16]([O:19][CH2:20][CH2:21][CH:22]3[CH2:27][CH2:26][N:25](C(OC(C)(C)C)=O)[CH2:24][CH2:23]3)=[N:17][CH:18]=2)[N:4]=1)#[N:2].[F:39][C:40]([F:45])([F:44])[C:41]([OH:43])=[O:42]. (5) Given the product [Br:33][CH:29]([C:22]1[C:21]([Cl:20])=[C:26]([CH3:27])[CH:25]=[CH:24][C:23]=1[F:28])[CH3:30], predict the reactants needed to synthesize it. The reactants are: C1(P(C2C=CC=CC=2)C2C=CC=CC=2)C=CC=CC=1.[Cl:20][C:21]1[C:26]([CH3:27])=[CH:25][CH:24]=[C:23]([F:28])[C:22]=1[CH:29](O)[CH3:30].C(Br)(Br)(Br)[Br:33]. (6) Given the product [Br:8][C:5]1[CH:6]=[C:7]([NH2:26])[C:2]2[N:3]([CH:39]=[CH:40][N:1]=2)[CH:4]=1, predict the reactants needed to synthesize it. The reactants are: [NH2:1][C:2]1[CH:7]=[CH:6][C:5]([Br:8])=[CH:4][N:3]=1.[N+]([O-])(O)=O.S(=O)(=O)(O)O.Cl[Sn]Cl.BrC1C([N+]([O-])=O)=CC(N)=[N:26]C=1.BrCC(O[CH2:39][CH3:40])OCC.Cl.C(=O)(O)[O-].[Na+]. (7) Given the product [ClH:17].[NH:8]1[CH2:12][CH2:11][CH:10]([C:13]([O:15][CH3:16])=[O:14])[CH2:9]1, predict the reactants needed to synthesize it. The reactants are: C([N:8]1[CH2:12][CH2:11][CH:10]([C:13]([O:15][CH3:16])=[O:14])[CH2:9]1)C1C=CC=CC=1.[Cl:17]C(OC(Cl)C)=O. (8) Given the product [F:26][C:2]([F:1])([S:16]([C:19]1[CH:24]=[CH:23][CH:22]=[C:21]([F:25])[CH:20]=1)(=[O:18])=[O:17])[CH:3]1[CH2:8][CH2:7][NH:6][CH2:5][CH2:4]1, predict the reactants needed to synthesize it. The reactants are: [F:1][C:2]([F:26])([S:16]([C:19]1[CH:24]=[CH:23][CH:22]=[C:21]([F:25])[CH:20]=1)(=[O:18])=[O:17])[CH:3]1[CH2:8][CH2:7][N:6](C(OC(C)(C)C)=O)[CH2:5][CH2:4]1.Cl.O1CCOCC1. (9) Given the product [C:7]1([C:10]2[CH:15]=[CH:14][CH:13]=[CH:12][CH:11]=2)[CH:8]=[CH:9][C:4]([C:3]#[C:2][CH2:22][OH:23])=[CH:5][CH:6]=1, predict the reactants needed to synthesize it. The reactants are: Br[C:2](Br)=[CH:3][C:4]1[CH:9]=[CH:8][C:7]([C:10]2[CH:15]=[CH:14][CH:13]=[CH:12][CH:11]=2)=[CH:6][CH:5]=1.C([Li])CCC.[CH2:22]=[O:23].